Dataset: Reaction yield outcomes from USPTO patents with 853,638 reactions. Task: Predict the reaction yield, written as a fraction of the theoretical maximum amount of product (1.0 means a 100% yield; for example, 0.34 means a 34% yield). (1) The reactants are [CH2:1]([O:8][C:9]1[CH:14]=[CH:13][C:12]([C:15](=[O:17])[CH3:16])=[CH:11][CH:10]=1)[C:2]1[CH:7]=[CH:6][CH:5]=[CH:4][CH:3]=1.[C:18]([C:22](OCC)=[O:23])([F:21])([F:20])[F:19].CC[O-].[Na+]. The catalyst is C1COCC1. The product is [CH2:1]([O:8][C:9]1[CH:10]=[CH:11][C:12]([C:15](=[O:17])[CH2:16][C:22](=[O:23])[C:18]([F:21])([F:20])[F:19])=[CH:13][CH:14]=1)[C:2]1[CH:3]=[CH:4][CH:5]=[CH:6][CH:7]=1. The yield is 1.00. (2) The catalyst is C(O)C. The reactants are Cl[C:2]1[N:7]=[N:6][C:5]([C:8]2[CH:17]=[CH:16][C:15]3[C:10](=[CH:11][CH:12]=[CH:13][CH:14]=3)[CH:9]=2)=[C:4]([C:18]2[CH:23]=[CH:22][N:21]=[CH:20][CH:19]=2)[CH:3]=1.[CH3:24][N:25]1[CH2:30][CH2:29][NH:28][CH2:27][CH2:26]1. The product is [CH3:24][N:25]1[CH2:30][CH2:29][N:28]([C:2]2[N:7]=[N:6][C:5]([C:8]3[CH:17]=[CH:16][C:15]4[C:10](=[CH:11][CH:12]=[CH:13][CH:14]=4)[CH:9]=3)=[C:4]([C:18]3[CH:23]=[CH:22][N:21]=[CH:20][CH:19]=3)[CH:3]=2)[CH2:27][CH2:26]1. The yield is 0.900. (3) The reactants are [Cl:1][C:2]1[CH:28]=[CH:27][C:5]([C:6]2[C:11]([C:12]3[CH:21]=[CH:20][C:19]4[C:14](=[CH:15][CH:16]=[C:17](C(O)=O)[CH:18]=4)[N:13]=3)=[CH:10][C:9]([O:25][CH3:26])=[CH:8][CH:7]=2)=[CH:4][CH:3]=1.CN(C(ON1N=NC2C=CC=CC1=2)=[N+](C)C)C.F[P-](F)(F)(F)(F)F.CCN(C(C)C)C(C)C.[CH2:62]([O:64][C:65]([C:67]1[CH:68]=[C:69]2[N:75]=[C:74](C3C=C4C(=CC=3)N=C(C3C=CC=CC=3Br)C=C4)[N:73]([CH:93]3[CH2:98][CH2:97][CH2:96][CH2:95][CH2:94]3)[C:70]2=[N:71][CH:72]=1)=[O:66])[CH3:63]. The catalyst is CN(C=O)C.CC(O)=O. The product is [CH2:62]([O:64][C:65]([C:67]1[CH:68]=[C:69]2[N:75]=[C:74]([C:17]3[CH:18]=[C:19]4[C:14](=[CH:15][CH:16]=3)[N:13]=[C:12]([C:11]3[C:6]([C:5]5[CH:27]=[CH:28][C:2]([Cl:1])=[CH:3][CH:4]=5)=[CH:7][CH:8]=[C:9]([O:25][CH3:26])[CH:10]=3)[CH:21]=[CH:20]4)[N:73]([CH:93]3[CH2:98][CH2:97][CH2:96][CH2:95][CH2:94]3)[C:70]2=[N:71][CH:72]=1)=[O:66])[CH3:63]. The yield is 0.400. (4) The reactants are [CH3:1][O:2][C:3]1[CH:11]=[C:10]2[C:6]([CH:7]=[CH:8][NH:9]2)=[CH:5][CH:4]=1.[C:12](O[C:12]([O:14][C:15]([CH3:18])([CH3:17])[CH3:16])=[O:13])([O:14][C:15]([CH3:18])([CH3:17])[CH3:16])=[O:13]. The catalyst is C(Cl)Cl.CN(C1C=CN=CC=1)C. The product is [CH3:1][O:2][C:3]1[CH:11]=[C:10]2[C:6]([CH:7]=[CH:8][N:9]2[C:12]([O:14][C:15]([CH3:18])([CH3:17])[CH3:16])=[O:13])=[CH:5][CH:4]=1. The yield is 0.860. (5) The reactants are Br[C:2]1[CH:3]=[CH:4][C:5]2[O:14][CH2:13][CH2:12][C:11]3[S:10][C:9]([C:15]4[N:16]([CH:20]([CH3:22])[CH3:21])[N:17]=[CH:18][N:19]=4)=[N:8][C:7]=3[C:6]=2[CH:23]=1.[CH2:24]([CH2:26][NH2:27])[OH:25].C1(P(C2C=CC=CC=2)C2C3[O:47][C:46]4C(=CC=CC=4P(C4C=CC=CC=4)C4C=CC=CC=4)C(C)(C)C=3C=CC=2)C=CC=CC=1.C(=O)([O-])[O-].[Na+].[Na+]. The catalyst is CC([O-])=O.CC([O-])=O.[Pd+2].C1(C)C=CC=CC=1. The product is [OH:25][CH2:24][CH2:26][NH:27][C:46]([C:2]1[CH:3]=[CH:4][C:5]2[O:14][CH2:13][CH2:12][C:11]3[S:10][C:9]([C:15]4[N:16]([CH:20]([CH3:22])[CH3:21])[N:17]=[CH:18][N:19]=4)=[N:8][C:7]=3[C:6]=2[CH:23]=1)=[O:47]. The yield is 0.0800.